This data is from Reaction yield outcomes from USPTO patents with 853,638 reactions. The task is: Predict the reaction yield, written as a fraction of the theoretical maximum amount of product (1.0 means a 100% yield; for example, 0.34 means a 34% yield). (1) The reactants are Br[C:2]1[C:7]([N+:8]([O-:10])=[O:9])=[CH:6][C:5]([Br:11])=[CH:4][N:3]=1.[CH2:12]([O:14][C:15]1[CH:20]=[CH:19][C:18]([CH2:21][NH2:22])=[CH:17][CH:16]=1)[CH3:13].C(N(CC)CC)C. The catalyst is C(O)C. The product is [Br:11][C:5]1[CH:6]=[C:7]([N+:8]([O-:10])=[O:9])[C:2]([NH:22][CH2:21][C:18]2[CH:19]=[CH:20][C:15]([O:14][CH2:12][CH3:13])=[CH:16][CH:17]=2)=[N:3][CH:4]=1. The yield is 0.920. (2) The reactants are [C:1]1([CH:7]2[S:12][CH2:11][CH2:10][CH2:9][S:8]2)[CH:6]=[CH:5][CH:4]=[CH:3][CH:2]=1.[Li]CCCC.[F:18][C:19]1[CH:20]=[C:21]([CH:24]=[C:25]([F:27])[CH:26]=1)[CH:22]=[O:23]. The catalyst is C1COCC1. The product is [F:18][C:19]1[CH:20]=[C:21]([CH:22]([C:7]2([C:1]3[CH:2]=[CH:3][CH:4]=[CH:5][CH:6]=3)[S:8][CH2:9][CH2:10][CH2:11][S:12]2)[OH:23])[CH:24]=[C:25]([F:27])[CH:26]=1. The yield is 1.04. (3) The reactants are [N:1]1[CH:6]=[CH:5][CH:4]=[C:3]([C:7]([CH:9]=O)=O)[CH:2]=1.C(=O)(O)O.[NH2:15][NH:16][C:17]([NH2:19])=[NH:18]. The catalyst is CCO. The product is [N:1]1[CH:6]=[CH:5][CH:4]=[C:3]([C:7]2[N:18]=[C:17]([NH2:19])[N:16]=[N:15][CH:9]=2)[CH:2]=1. The yield is 0.160.